Dataset: Forward reaction prediction with 1.9M reactions from USPTO patents (1976-2016). Task: Predict the product of the given reaction. (1) Given the reactants [N+:1]([C:4]1[CH:5]=[C:6]2[C:10](=[CH:11][CH:12]=1)[N:9]([C:13]([C:26]1[CH:31]=[CH:30][CH:29]=[CH:28][CH:27]=1)([C:20]1[CH:25]=[CH:24][CH:23]=[CH:22][CH:21]=1)[C:14]1[CH:19]=[CH:18][CH:17]=[CH:16][CH:15]=1)[N:8]=[C:7]2[C:32]([OH:34])=O)([O-:3])=[O:2].CN([C:38]([O:42][N:43]1N=NC2C=CC=N[C:44]1=2)=[N+](C)C)C.F[P-](F)(F)(F)(F)F.Cl.CNOC.CCN(C(C)C)C(C)C, predict the reaction product. The product is: [CH3:38][O:42][N:43]([CH3:44])[C:32]([C:7]1[C:6]2[C:10](=[CH:11][CH:12]=[C:4]([N+:1]([O-:3])=[O:2])[CH:5]=2)[N:9]([C:13]([C:14]2[CH:15]=[CH:16][CH:17]=[CH:18][CH:19]=2)([C:20]2[CH:21]=[CH:22][CH:23]=[CH:24][CH:25]=2)[C:26]2[CH:31]=[CH:30][CH:29]=[CH:28][CH:27]=2)[N:8]=1)=[O:34]. (2) Given the reactants [Br:1][C:2]1[N:3]=[CH:4][NH:5][CH:6]=1.[H-].[Na+].[C:9]([O:13][C:14]([N:16]1C(C2C=CC(C#N)=CC=2)O1)=[O:15])([CH3:12])([CH3:11])[CH3:10], predict the reaction product. The product is: [Br:1][C:2]1[N:3]=[CH:4][N:5]([NH:16][C:14](=[O:15])[O:13][C:9]([CH3:12])([CH3:11])[CH3:10])[CH:6]=1. (3) Given the reactants [CH:1]1([N:7]([C:9]2[CH:14]=[CH:13][C:12]([C@@H:15]3[O:20][CH2:19][CH2:18][N:17]([C@@H](C4C=CC=CC=4)C)[CH2:16]3)=[CH:11][CH:10]=2)[CH3:8])[CH2:6][CH2:5][CH2:4][CH2:3][CH2:2]1.[H][H], predict the reaction product. The product is: [CH:1]1([N:7]([C:9]2[CH:14]=[CH:13][C:12]([C@@H:15]3[O:20][CH2:19][CH2:18][NH:17][CH2:16]3)=[CH:11][CH:10]=2)[CH3:8])[CH2:2][CH2:3][CH2:4][CH2:5][CH2:6]1. (4) Given the reactants C[Si](Cl)(C)C.[I-].[Na+].[Si:8]([O:15][CH:16]1[CH2:21][CH2:20][N:19]([C:22]2[N:27]=[C:26]([NH:28][C:29]3[C:30]([O:35]C)=[N:31][CH:32]=[CH:33][CH:34]=3)[N:25]=[C:24]([NH:37][C@H:38]([C:40]3[CH:45]=[CH:44][C:43]([F:46])=[CH:42][N:41]=3)[CH3:39])[CH:23]=2)[CH2:18][CH2:17]1)([C:11]([CH3:14])([CH3:13])[CH3:12])([CH3:10])[CH3:9].O, predict the reaction product. The product is: [Si:8]([O:15][CH:16]1[CH2:21][CH2:20][N:19]([C:22]2[CH:23]=[C:24]([NH:37][C@H:38]([C:40]3[CH:45]=[CH:44][C:43]([F:46])=[CH:42][N:41]=3)[CH3:39])[N:25]=[C:26]([NH:28][C:29]3[C:30](=[O:35])[NH:31][CH:32]=[CH:33][CH:34]=3)[N:27]=2)[CH2:18][CH2:17]1)([C:11]([CH3:14])([CH3:12])[CH3:13])([CH3:10])[CH3:9].